Predict which catalyst facilitates the given reaction. From a dataset of Catalyst prediction with 721,799 reactions and 888 catalyst types from USPTO. (1) Reactant: [Cl:1][C:2]1[CH:7]=[CH:6][CH:5]=[C:4]([Cl:8])[C:3]=1[N:9]1[C:13]([CH2:14][OH:15])=[C:12]([CH:16]([CH3:18])[CH3:17])[N:11]=[N:10]1.CCN(CC)CC.[CH3:26][S:27](Cl)(=[O:29])=[O:28]. Product: [Cl:1][C:2]1[CH:7]=[CH:6][CH:5]=[C:4]([Cl:8])[C:3]=1[N:9]1[C:13]([CH2:14][O:15][S:27]([CH3:26])(=[O:29])=[O:28])=[C:12]([CH:16]([CH3:18])[CH3:17])[N:11]=[N:10]1. The catalyst class is: 96. (2) Reactant: Cl.Cl.[NH:3]1[CH2:6][CH:5]([C:7]2[C:8]([O:28][CH3:29])=[C:9]([CH:15]([N:17]3[C:21]4=[N:22][CH:23]=[N:24][C:25]([NH2:26])=[C:20]4[C:19]([CH3:27])=[N:18]3)[CH3:16])[CH:10]=[C:11]([Cl:14])[C:12]=2[F:13])[CH2:4]1.[CH3:30][C:31]([CH3:33])=O.C(N(CC)CC)C.C(O[BH-](OC(=O)C)OC(=O)C)(=O)C.[Na+]. Product: [Cl:14][C:11]1[C:12]([F:13])=[C:7]([CH:5]2[CH2:4][N:3]([CH:31]([CH3:33])[CH3:30])[CH2:6]2)[C:8]([O:28][CH3:29])=[C:9]([CH:15]([N:17]2[C:21]3=[N:22][CH:23]=[N:24][C:25]([NH2:26])=[C:20]3[C:19]([CH3:27])=[N:18]2)[CH3:16])[CH:10]=1. The catalyst class is: 2. (3) The catalyst class is: 27. Product: [ClH:9].[CH:1]1([O:7][C:10]2[CH:19]=[CH:18][C:17]3[C:16](=[O:20])[CH2:15][C:14]([CH3:22])([CH3:21])[CH2:13][C:12]=3[N:11]=2)[CH2:6][CH2:5][CH2:4][CH2:3][CH2:2]1. Reactant: [CH:1]1([OH:7])[CH2:6][CH2:5][CH2:4][CH2:3][CH2:2]1.[Na].[Cl:9][C:10]1[CH:19]=[CH:18][C:17]2[C:16](=[O:20])[CH2:15][C:14]([CH3:22])([CH3:21])[CH2:13][C:12]=2[N:11]=1.O. (4) Reactant: [CH2:1]([O:3][C:4](=[O:16])[CH:5]([O:14][CH3:15])[CH2:6][C:7]1[CH:12]=[CH:11][C:10]([OH:13])=[CH:9][CH:8]=1)[CH3:2].[CH3:17][N:18]1[CH:22]([CH2:23][CH2:24]OS(C2C=CC(C)=CC=2)(=O)=O)[CH2:21][N:20]([CH2:36][C:37]2[CH:42]=[CH:41][C:40]([C:43]([F:46])([F:45])[F:44])=[CH:39][CH:38]=2)[C:19]1=[O:47].C([O-])([O-])=O.[Cs+].[Cs+]. Product: [CH2:1]([O:3][C:4](=[O:16])[CH:5]([O:14][CH3:15])[CH2:6][C:7]1[CH:8]=[CH:9][C:10]([O:13][CH2:24][CH2:23][CH:22]2[CH2:21][N:20]([CH2:36][C:37]3[CH:42]=[CH:41][C:40]([C:43]([F:45])([F:46])[F:44])=[CH:39][CH:38]=3)[C:19](=[O:47])[N:18]2[CH3:17])=[CH:11][CH:12]=1)[CH3:2]. The catalyst class is: 3. (5) Reactant: [OH-].[Na+].C([O:5][C:6]([C:8]1[CH:12]=[C:11]([CH2:13][CH2:14][CH:15]2[CH:20]([CH3:21])[CH2:19][CH2:18][CH2:17][C:16]2([CH3:23])[CH3:22])[NH:10][N:9]=1)=[O:7])C. Product: [CH3:23][C:16]1([CH3:22])[CH2:17][CH2:18][CH2:19][CH:20]([CH3:21])[CH:15]1[CH2:14][CH2:13][C:11]1[NH:10][N:9]=[C:8]([C:6]([OH:7])=[O:5])[CH:12]=1. The catalyst class is: 5. (6) Reactant: Cl.C[O:3][CH:4](OC)[C:5]1[N:14]=[C:13]2[C:8]([CH2:9][CH2:10][CH2:11][N:12]2[C:15]2[CH:20]=[CH:19][CH:18]=[CH:17][CH:16]=2)=[CH:7][CH:6]=1.[OH-].[Na+]. Product: [C:15]1([N:12]2[C:13]3[N:14]=[C:5]([CH2:4][OH:3])[CH:6]=[CH:7][C:8]=3[CH2:9][CH2:10][CH2:11]2)[CH:16]=[CH:17][CH:18]=[CH:19][CH:20]=1. The catalyst class is: 1. (7) Reactant: [NH:1]1[C:9]2[C:4](=[CH:5][CH:6]=[C:7]([C:10]3[S:11][CH:12]=[C:13]([C:15]([O:17][CH2:18][CH3:19])=[O:16])[N:14]=3)[CH:8]=2)[CH2:3][CH2:2]1.C([O-])([O-])=O.[K+].[K+].[S:26]1[C:30]2[CH:31]=[CH:32][CH:33]=[CH:34][C:29]=2[N:28]=[C:27]1[NH:35][C:36](=O)[O:37]C1C=CC([N+]([O-])=O)=CC=1. Product: [S:26]1[C:30]2[CH:31]=[CH:32][CH:33]=[CH:34][C:29]=2[N:28]=[C:27]1[NH:35][C:36]([N:1]1[C:9]2[C:4](=[CH:5][CH:6]=[C:7]([C:10]3[S:11][CH:12]=[C:13]([C:15]([O:17][CH2:18][CH3:19])=[O:16])[N:14]=3)[CH:8]=2)[CH2:3][CH2:2]1)=[O:37]. The catalyst class is: 290. (8) Reactant: [NH2:1][C:2]1[CH:11]=[C:10](Br)[CH:9]=[CH:8][C:3]=1[C:4]([O:6][CH3:7])=[O:5].[F:13][C:14]1[CH:19]=[CH:18][CH:17]=[CH:16][C:15]=1B(O)O.C(=O)([O-])[O-].[Na+].[Na+]. Product: [NH2:1][C:2]1[CH:11]=[C:10]([C:15]2[CH:16]=[CH:17][CH:18]=[CH:19][C:14]=2[F:13])[CH:9]=[CH:8][C:3]=1[C:4]([O:6][CH3:7])=[O:5]. The catalyst class is: 104.